This data is from Reaction yield outcomes from USPTO patents with 853,638 reactions. The task is: Predict the reaction yield, written as a fraction of the theoretical maximum amount of product (1.0 means a 100% yield; for example, 0.34 means a 34% yield). (1) The reactants are CC([O-])(C)C.[K+].[CH3:7][S:8][C:9]1[N:14]=[C:13]([C:15]2[CH:20]=[CH:19][NH:18][C:17](=[O:21])[N:16]=2)[CH:12]=[CH:11][N:10]=1.CS(O[CH:27]([C:37]1[CH:42]=[CH:41][C:40]([Cl:43])=[C:39]([F:44])[CH:38]=1)[CH2:28][O:29][Si:30]([C:33]([CH3:36])([CH3:35])[CH3:34])([CH3:32])[CH3:31])(=O)=O. The catalyst is [I-].C([N+](CCCC)(CCCC)CCCC)CCC.C1COCC1. The product is [Si:30]([O:29][CH2:28][CH:27]([N:18]1[CH:19]=[CH:20][C:15]([C:13]2[CH:12]=[CH:11][N:10]=[C:9]([S:8][CH3:7])[N:14]=2)=[N:16][C:17]1=[O:21])[C:37]1[CH:42]=[CH:41][C:40]([Cl:43])=[C:39]([F:44])[CH:38]=1)([C:33]([CH3:35])([CH3:36])[CH3:34])([CH3:32])[CH3:31]. The yield is 0.330. (2) The reactants are [C:1]1([CH:11]=[CH:12][C:13](Cl)=[O:14])[C:10]2[C:5](=[CH:6][CH:7]=[CH:8][CH:9]=2)[CH:4]=[CH:3][CH:2]=1.C1(P(C2C=CC=CC=2)C2C=CC=CC=2)C=CC=CC=1. The catalyst is CC(C)=O. The product is [C:1]1([CH:11]=[CH:12][CH:13]=[O:14])[C:10]2[C:5](=[CH:6][CH:7]=[CH:8][CH:9]=2)[CH:4]=[CH:3][CH:2]=1. The yield is 0.790. (3) The reactants are [CH3:1][N:2]1[CH2:7][CH2:6][N:5]([C:8]2[CH:20]=[CH:19][C:11]([C:12]([O:14][C:15]([CH3:18])([CH3:17])[CH3:16])=[O:13])=[C:10]([NH:21][CH:22]3[CH2:27][CH2:26][N:25]([CH3:28])[CH2:24][CH2:23]3)[CH:9]=2)[CH2:4][CH2:3]1.C(N(CC)CC)C.[F:36][C:37]([F:48])([F:47])[C:38](O[C:38](=[O:39])[C:37]([F:48])([F:47])[F:36])=[O:39]. The catalyst is ClCCl. The product is [CH3:1][N:2]1[CH2:3][CH2:4][N:5]([C:8]2[CH:20]=[CH:19][C:11]([C:12]([O:14][C:15]([CH3:18])([CH3:17])[CH3:16])=[O:13])=[C:10]([N:21]([CH:22]3[CH2:27][CH2:26][N:25]([CH3:28])[CH2:24][CH2:23]3)[C:38](=[O:39])[C:37]([F:48])([F:47])[F:36])[CH:9]=2)[CH2:6][CH2:7]1. The yield is 0.930. (4) The reactants are [C:1]1(=[O:7])[O:6][C:4](=O)[CH:3]=[CH:2]1.[CH3:8][O:9][CH2:10][CH2:11][O:12][CH2:13][CH2:14][O:15][CH2:16][CH2:17][NH2:18].C(OC(=O)C)(=O)C.C([O-])(=O)C.[Na+]. The catalyst is C(OCC)C.O. The product is [CH3:8][O:9][CH2:10][CH2:11][O:12][CH2:13][CH2:14][O:15][CH2:16][CH2:17][N:18]1[C:1](=[O:7])[CH:2]=[CH:3][C:4]1=[O:6]. The yield is 0.380. (5) The reactants are [Cl:1][C:2]1[CH:3]=[C:4](I)[C:5]2[N:6]([N:8]=[CH:9][N:10]=2)[CH:7]=1.[CH3:12][C@H:13]1[CH2:17][CH2:16][CH2:15][N:14]1[C:18]1[N:23]=[C:22]([NH2:24])[CH:21]=[CH:20][CH:19]=1.CC(C1C=C(C(C)C)C(C2C=CC=CC=2P(C2CCCCC2)C2CCCCC2)=C(C(C)C)C=1)C.C([O-])([O-])=O.[Cs+].[Cs+]. The catalyst is C1(C)C(C)=CC=CC=1.C1C=CC(/C=C/C(/C=C/C2C=CC=CC=2)=O)=CC=1.C1C=CC(/C=C/C(/C=C/C2C=CC=CC=2)=O)=CC=1.C1C=CC(/C=C/C(/C=C/C2C=CC=CC=2)=O)=CC=1.[Pd].[Pd]. The product is [Cl:1][C:2]1[CH:3]=[C:4]([NH:24][C:22]2[CH:21]=[CH:20][CH:19]=[C:18]([N:14]3[CH2:15][CH2:16][CH2:17][C@@H:13]3[CH3:12])[N:23]=2)[C:5]2[N:6]([N:8]=[CH:9][N:10]=2)[CH:7]=1. The yield is 0.550. (6) The reactants are Cl.[CH2:2]([O:9][C:10]1[CH:19]=[C:18]2[C:13]([C:14]([Cl:20])=[N:15][CH:16]=[N:17]2)=[CH:12][C:11]=1[O:21][CH3:22])[C:3]1[CH:8]=[CH:7][CH:6]=[CH:5][CH:4]=1. The catalyst is C(Cl)Cl. The product is [CH2:2]([O:9][C:10]1[CH:19]=[C:18]2[C:13]([C:14]([Cl:20])=[N:15][CH:16]=[N:17]2)=[CH:12][C:11]=1[O:21][CH3:22])[C:3]1[CH:8]=[CH:7][CH:6]=[CH:5][CH:4]=1. The yield is 0.960. (7) The reactants are C([O:9][CH:10]([C:18]([F:21])([F:20])[F:19])[C:11]([F:17])([F:16])[S:12]([O-:15])(=[O:14])=[O:13])(=O)C1C=CC=CC=1.[C:22]1([S+:28]([C:35]2[CH:40]=[CH:39][CH:38]=[CH:37][CH:36]=2)[C:29]2[CH:34]=[CH:33][CH:32]=[CH:31][CH:30]=2)[CH:27]=[CH:26][CH:25]=[CH:24][CH:23]=1.[OH-].[Na+].Cl. The catalyst is CO. The product is [OH:9][CH:10]([C:18]([F:21])([F:19])[F:20])[C:11]([F:16])([F:17])[S:12]([O-:15])(=[O:14])=[O:13].[C:35]1([S+:28]([C:22]2[CH:23]=[CH:24][CH:25]=[CH:26][CH:27]=2)[C:29]2[CH:34]=[CH:33][CH:32]=[CH:31][CH:30]=2)[CH:36]=[CH:37][CH:38]=[CH:39][CH:40]=1. The yield is 0.850.